Dataset: Reaction yield outcomes from USPTO patents with 853,638 reactions. Task: Predict the reaction yield, written as a fraction of the theoretical maximum amount of product (1.0 means a 100% yield; for example, 0.34 means a 34% yield). (1) The reactants are [CH3:1][S:2][C:3]1[CH:8]=[CH:7][C:6]([CH2:9][C:10]([OH:12])=[O:11])=[CH:5][CH:4]=1.S(=O)(=O)(O)O.[CH3:18]O. No catalyst specified. The product is [CH3:18][O:11][C:10](=[O:12])[CH2:9][C:6]1[CH:5]=[CH:4][C:3]([S:2][CH3:1])=[CH:8][CH:7]=1. The yield is 0.920. (2) The reactants are [NH2:1][C:2]1[CH:38]=[CH:37][C:5]([O:6][C:7]2[CH:12]=[CH:11][N:10]=[C:9]3[CH:13]=[C:14]([C:16]4[CH:36]=[CH:35][C:19]([CH2:20][N:21]([CH2:25][CH2:26][O:27][CH2:28][CH2:29][O:30][CH2:31][CH2:32][O:33][CH3:34])[C:22](=[O:24])[CH3:23])=[CH:18][CH:17]=4)[S:15][C:8]=23)=[C:4]([F:39])[CH:3]=1.CCN(C(C)C)C(C)C.Cl[C:50](Cl)([O:52]C(=O)OC(Cl)(Cl)Cl)Cl.[NH2:61][C:62]1[CH:66]=[C:65]([CH3:67])[O:64][N:63]=1. The catalyst is O1CCCC1. The product is [F:39][C:4]1[CH:3]=[C:2]([NH:1][C:50]([NH:61][C:62]2[CH:66]=[C:65]([CH3:67])[O:64][N:63]=2)=[O:52])[CH:38]=[CH:37][C:5]=1[O:6][C:7]1[CH:12]=[CH:11][N:10]=[C:9]2[CH:13]=[C:14]([C:16]3[CH:17]=[CH:18][C:19]([CH2:20][N:21]([CH2:25][CH2:26][O:27][CH2:28][CH2:29][O:30][CH2:31][CH2:32][O:33][CH3:34])[C:22](=[O:24])[CH3:23])=[CH:35][CH:36]=3)[S:15][C:8]=12. The yield is 0.380. (3) The reactants are Cl[C:2]1[C:19]2[C:6](=[C:7]3[C:16](=[CH:17][CH:18]=2)[C:15]2[C:10](=[CH:11][CH:12]=[CH:13][CH:14]=2)[S:9](=[O:21])(=[O:20])[NH:8]3)[N:5]=[CH:4][CH:3]=1.[CH3:22][NH2:23]. The yield is 0.340. The product is [O:20]=[S:9]1(=[O:21])[C:10]2[C:15](=[CH:14][CH:13]=[CH:12][CH:11]=2)[C:16]2[C:7](=[C:6]3[C:19](=[CH:18][CH:17]=2)[C:2]([NH:23][CH3:22])=[CH:3][CH:4]=[N:5]3)[NH:8]1. No catalyst specified.